Dataset: Acute oral toxicity (LD50) regression data from Zhu et al.. Task: Regression/Classification. Given a drug SMILES string, predict its toxicity properties. Task type varies by dataset: regression for continuous values (e.g., LD50, hERG inhibition percentage) or binary classification for toxic/non-toxic outcomes (e.g., AMES mutagenicity, cardiotoxicity, hepatotoxicity). Dataset: ld50_zhu. (1) The compound is NC(=O)CCCN=C(c1ccc(Cl)cc1)c1cc(F)ccc1O. The rat oral LD50 is 2.39, given as -log10 of the dose in mol/kg body weight (higher means more acutely toxic). (2) The compound is CP(=O)(Oc1ccccc1)Oc1ccccc1. The rat oral LD50 is 3.03, given as -log10 of the dose in mol/kg body weight (higher means more acutely toxic). (3) The molecule is C=COC(=O)C=CC. The rat oral LD50 is 1.24, given as -log10 of the dose in mol/kg body weight (higher means more acutely toxic).